Dataset: Reaction yield outcomes from USPTO patents with 853,638 reactions. Task: Predict the reaction yield, written as a fraction of the theoretical maximum amount of product (1.0 means a 100% yield; for example, 0.34 means a 34% yield). (1) The reactants are [OH:1][C:2]1[C:10]2[C:5](=[CH:6][CH:7]=[CH:8][CH:9]=2)[NH:4][C:3]=1[C:11]([O:13][CH2:14][CH3:15])=[O:12].[OH-].[K+].[CH3:18]OS(OC)(=O)=O. The catalyst is O. The product is [CH3:18][O:1][C:2]1[C:10]2[C:5](=[CH:6][CH:7]=[CH:8][CH:9]=2)[NH:4][C:3]=1[C:11]([O:13][CH2:14][CH3:15])=[O:12]. The yield is 0.440. (2) The reactants are [F-].C([N+](CCCC)(CCCC)CCCC)CCC.[F:19][C:20]([F:30])([F:29])[C:21]1[CH:28]=[CH:27][CH:26]=[CH:25][C:22]=1[CH:23]=[O:24].[F:31][C:32]([Si](C)(C)C)([F:34])[F:33].Cl. The catalyst is C1COCC1. The product is [F:19][C:20]([F:29])([F:30])[C:21]1[CH:28]=[CH:27][CH:26]=[CH:25][C:22]=1[CH:23]([OH:24])[C:32]([F:34])([F:33])[F:31]. The yield is 0.900. (3) The reactants are [N:1]1[CH:6]=[CH:5][CH:4]=[N:3][C:2]=1[C:7]1[CH:8]=[C:9]([CH2:13][C:14]#[N:15])[CH:10]=[CH:11][CH:12]=1.CO. The catalyst is N.O.[Ni]. The product is [N:1]1[CH:6]=[CH:5][CH:4]=[N:3][C:2]=1[C:7]1[CH:8]=[C:9]([CH2:13][CH2:14][NH2:15])[CH:10]=[CH:11][CH:12]=1. The yield is 0.650. (4) The reactants are [F:1][C:2]1[CH:20]=[CH:19][C:5]([C:6]([NH:8][CH2:9][C:10]2[CH:15]=[CH:14][CH:13]=[C:12]([N+:16]([O-:18])=[O:17])[CH:11]=2)=[O:7])=[C:4]([OH:21])[CH:3]=1.C([O-])([O-])=O.[K+].[K+].Br[CH2:29][C:30]([O:32][CH2:33][CH3:34])=[O:31].Cl. The catalyst is CC(C)=O.C(OCC)(=O)C. The product is [CH2:33]([O:32][C:30](=[O:31])[CH2:29][O:21][C:4]1[CH:3]=[C:2]([F:1])[CH:20]=[CH:19][C:5]=1[C:6](=[O:7])[NH:8][CH2:9][C:10]1[CH:15]=[CH:14][CH:13]=[C:12]([N+:16]([O-:18])=[O:17])[CH:11]=1)[CH3:34]. The yield is 0.930. (5) The reactants are [C:1]([O:5][C:6]([NH:8][C@H:9]1[CH2:13][C@@:12]([CH2:18][CH2:19][O:20][CH3:21])([C:14]([O:16]C)=[O:15])[CH:11]=[CH:10]1)=[O:7])([CH3:4])([CH3:3])[CH3:2].O.O.[OH-].[Li+]. The catalyst is O1CCCC1.CO. The product is [C:1]([O:5][C:6]([NH:8][C@H:9]1[CH2:13][C@@:12]([CH2:18][CH2:19][O:20][CH3:21])([C:14]([OH:16])=[O:15])[CH:11]=[CH:10]1)=[O:7])([CH3:4])([CH3:3])[CH3:2]. The yield is 0.632. (6) The yield is 0.880. The catalyst is C(Cl)Cl. The reactants are [OH:1][CH:2]([C:18]1[CH:23]=[C:22]([CH3:24])[CH:21]=[C:20]([O:25][CH3:26])[CH:19]=1)[C@@H:3]1[C@:12]2([CH3:13])[C@H:7]([C:8]([CH3:15])([CH3:14])[CH2:9][CH2:10][CH2:11]2)[CH2:6][CH2:5][C@@:4]1([CH3:17])[OH:16].[Cr](Cl)([O-])(=O)=O.[NH+]1C=CC=CC=1. The product is [CH3:26][O:25][C:20]1[CH:19]=[C:18]([C:2]([C@@H:3]2[C@:12]3([CH3:13])[C@H:7]([C:8]([CH3:15])([CH3:14])[CH2:9][CH2:10][CH2:11]3)[CH2:6][CH2:5][C@@:4]2([CH3:17])[OH:16])=[O:1])[CH:23]=[C:22]([CH3:24])[CH:21]=1. (7) The reactants are [NH2:1][C:2]1[N:3]=[CH:4][C:5]([C:21]2[CH2:22][CH2:23][N:24]([C:27](=[O:30])[CH2:28][CH3:29])[CH2:25][CH:26]=2)=[N:6][C:7]=1[C:8]1[O:9][C:10]([C:13]2[CH:18]=[CH:17][C:16]([CH2:19]Br)=[CH:15][CH:14]=2)=[N:11][N:12]=1.[CH3:31][NH2:32]. The catalyst is C1COCC1.CN(C=O)C. The product is [NH2:1][C:2]1[N:3]=[CH:4][C:5]([C:21]2[CH2:22][CH2:23][N:24]([C:27](=[O:30])[CH2:28][CH3:29])[CH2:25][CH:26]=2)=[N:6][C:7]=1[C:8]1[O:9][C:10]([C:13]2[CH:18]=[CH:17][C:16]([CH2:19][NH:32][CH3:31])=[CH:15][CH:14]=2)=[N:11][N:12]=1. The yield is 0.450.